The task is: Predict the reaction yield, written as a fraction of the theoretical maximum amount of product (1.0 means a 100% yield; for example, 0.34 means a 34% yield).. This data is from Reaction yield outcomes from USPTO patents with 853,638 reactions. (1) The reactants are [C:1]([NH:8][OH:9])([O:3][C:4]([CH3:7])([CH3:6])[CH3:5])=[O:2].[OH-].[K+].[CH2:12]([O:14][C:15](=[O:20])[C:16](Br)([CH3:18])[CH3:17])[CH3:13]. The catalyst is C(O)C. The product is [CH2:12]([O:14][C:15](=[O:20])[C:16]([O:9][NH:8][C:1]([O:3][C:4]([CH3:7])([CH3:6])[CH3:5])=[O:2])([CH3:18])[CH3:17])[CH3:13]. The yield is 0.990. (2) The reactants are [C:1]1([C:7]2[CH:11]=[C:10]([CH2:12][CH2:13][CH:14]=O)[O:9][N:8]=2)[CH:6]=[CH:5][CH:4]=[CH:3][CH:2]=1.[CH3:16][O:17][C:18]1[CH:23]=[CH:22][CH:21]=[CH:20][C:19]=1[N:24]1[CH2:29][CH2:28][NH:27][CH2:26][CH2:25]1.[BH-](OC(C)=O)(OC(C)=O)OC(C)=O.[Na+]. The catalyst is C(Cl)Cl. The product is [CH3:16][O:17][C:18]1[CH:23]=[CH:22][CH:21]=[CH:20][C:19]=1[N:24]1[CH2:29][CH2:28][N:27]([CH2:14][CH2:13][CH2:12][C:10]2[O:9][N:8]=[C:7]([C:1]3[CH:2]=[CH:3][CH:4]=[CH:5][CH:6]=3)[CH:11]=2)[CH2:26][CH2:25]1. The yield is 0.530. (3) The reactants are [CH2:1]([N:8]1[C:17]2[C:12](=[C:13]([C:18]3[C:23]([CH3:24])=[CH:22][C:21]([CH3:25])=[CH:20][C:19]=3[CH3:26])[CH:14]=[CH:15][CH:16]=2)[C:11](=[O:27])[C:10](Br)=[CH:9]1)[C:2]1[CH:7]=[CH:6][CH:5]=[CH:4][CH:3]=1.[CH3:29]B(O)O.C(=O)([O-])[O-].[K+].[K+].O. The catalyst is O1CCOCC1.C1C=CC([P]([Pd]([P](C2C=CC=CC=2)(C2C=CC=CC=2)C2C=CC=CC=2)([P](C2C=CC=CC=2)(C2C=CC=CC=2)C2C=CC=CC=2)[P](C2C=CC=CC=2)(C2C=CC=CC=2)C2C=CC=CC=2)(C2C=CC=CC=2)C2C=CC=CC=2)=CC=1. The product is [CH2:1]([N:8]1[C:17]2[C:12](=[C:13]([C:18]3[C:23]([CH3:24])=[CH:22][C:21]([CH3:25])=[CH:20][C:19]=3[CH3:26])[CH:14]=[CH:15][CH:16]=2)[C:11](=[O:27])[C:10]([CH3:29])=[CH:9]1)[C:2]1[CH:7]=[CH:6][CH:5]=[CH:4][CH:3]=1. The yield is 0.600.